This data is from NCI-60 drug combinations with 297,098 pairs across 59 cell lines. The task is: Regression. Given two drug SMILES strings and cell line genomic features, predict the synergy score measuring deviation from expected non-interaction effect. (1) Drug 1: C1=CC(=C2C(=C1NCCNCCO)C(=O)C3=C(C=CC(=C3C2=O)O)O)NCCNCCO. Drug 2: CC(C)CN1C=NC2=C1C3=CC=CC=C3N=C2N. Cell line: UACC-257. Synergy scores: CSS=9.32, Synergy_ZIP=0.00969, Synergy_Bliss=2.47, Synergy_Loewe=-2.01, Synergy_HSA=0.784. (2) Drug 1: CC1=C(C=C(C=C1)NC2=NC=CC(=N2)N(C)C3=CC4=NN(C(=C4C=C3)C)C)S(=O)(=O)N.Cl. Cell line: SK-MEL-5. Drug 2: CC1=C(C(CCC1)(C)C)C=CC(=CC=CC(=CC(=O)O)C)C. Synergy scores: CSS=9.41, Synergy_ZIP=0.610, Synergy_Bliss=4.58, Synergy_Loewe=2.61, Synergy_HSA=2.34. (3) Drug 1: C1=CC(=CC=C1CC(C(=O)O)N)N(CCCl)CCCl.Cl. Drug 2: CCCS(=O)(=O)NC1=C(C(=C(C=C1)F)C(=O)C2=CNC3=C2C=C(C=N3)C4=CC=C(C=C4)Cl)F. Cell line: SW-620. Synergy scores: CSS=3.56, Synergy_ZIP=12.4, Synergy_Bliss=14.5, Synergy_Loewe=-13.0, Synergy_HSA=-3.00. (4) Drug 1: CCCS(=O)(=O)NC1=C(C(=C(C=C1)F)C(=O)C2=CNC3=C2C=C(C=N3)C4=CC=C(C=C4)Cl)F. Drug 2: CS(=O)(=O)C1=CC(=C(C=C1)C(=O)NC2=CC(=C(C=C2)Cl)C3=CC=CC=N3)Cl. Cell line: HCT116. Synergy scores: CSS=-1.45, Synergy_ZIP=0.347, Synergy_Bliss=0.888, Synergy_Loewe=-1.52, Synergy_HSA=-2.18. (5) Drug 1: CCC1=C2CN3C(=CC4=C(C3=O)COC(=O)C4(CC)O)C2=NC5=C1C=C(C=C5)O. Drug 2: CCN(CC)CCNC(=O)C1=C(NC(=C1C)C=C2C3=C(C=CC(=C3)F)NC2=O)C. Cell line: RXF 393. Synergy scores: CSS=2.95, Synergy_ZIP=-2.25, Synergy_Bliss=-4.30, Synergy_Loewe=-18.5, Synergy_HSA=-8.37.